This data is from Forward reaction prediction with 1.9M reactions from USPTO patents (1976-2016). The task is: Predict the product of the given reaction. (1) Given the reactants C([N:8]([CH3:31])[C:9]1([C:12]2[CH:17]=[CH:16][C:15]([C:18]#[C:19][C:20]3[CH:30]=[CH:29][C:23]([C:24]([O:26]CC)=[O:25])=[CH:22][CH:21]=3)=[CH:14][CH:13]=2)[CH2:11][CH2:10]1)C1C=CC=CC=1.[OH-].[Na+], predict the reaction product. The product is: [CH2:9]([CH2:31][NH:8][C:9]1([C:12]2[CH:13]=[CH:14][C:15]([C:18]#[C:19][C:20]3[CH:21]=[CH:22][C:23]([C:24]([OH:26])=[O:25])=[CH:29][CH:30]=3)=[CH:16][CH:17]=2)[CH2:11][CH2:10]1)[C:12]1[CH:17]=[CH:16][CH:15]=[CH:14][CH:13]=1. (2) Given the reactants [F:1][C:2]1[CH:3]=[C:4]([CH:8]=[CH:9][C:10]=1[C:11]1[CH:20]=[C:19](F)[C:18]2[C:13](=[CH:14][CH:15]=[C:16]([OH:22])[CH:17]=2)[N:12]=1)[C:5]([OH:7])=[O:6].C(O)(C(F)(F)F)=[O:24].C([O-])(O)=O.[Na+], predict the reaction product. The product is: [F:1][C:2]1[CH:3]=[C:4]([CH:8]=[CH:9][C:10]=1[C:11]1[NH:12][C:13]2[C:18]([C:19](=[O:24])[CH:20]=1)=[CH:17][C:16]([OH:22])=[CH:15][CH:14]=2)[C:5]([OH:7])=[O:6]. (3) Given the reactants C(N(CC)CC)C.O.Cl.Cl.[O:11]=[C:12]1[N:21]([CH:22]2[CH2:27][CH2:26][NH:25][CH2:24][CH2:23]2)[CH2:20][CH2:19][C:18]2[N:17]=[C:16]([CH2:28][CH2:29][CH3:30])[C:15]([C:31]([O:33][CH2:34][CH3:35])=[O:32])=[CH:14][C:13]1=2.[CH:36]1([C:39]2[C:44]([C:45]3[CH:50]=[CH:49][C:48]([F:51])=[CH:47][CH:46]=3)=[C:43]([F:52])[C:42]([O:53][CH2:54][CH3:55])=[C:41]([CH:56]=O)[CH:40]=2)[CH2:38][CH2:37]1.[Na], predict the reaction product. The product is: [CH:36]1([C:39]2[C:44]([C:45]3[CH:50]=[CH:49][C:48]([F:51])=[CH:47][CH:46]=3)=[C:43]([F:52])[C:42]([O:53][CH2:54][CH3:55])=[C:41]([CH2:56][N:25]3[CH2:24][CH2:23][CH:22]([N:21]4[CH2:20][CH2:19][C:18]5[N:17]=[C:16]([CH2:28][CH2:29][CH3:30])[C:15]([C:31]([O:33][CH2:34][CH3:35])=[O:32])=[CH:14][C:13]=5[C:12]4=[O:11])[CH2:27][CH2:26]3)[CH:40]=2)[CH2:38][CH2:37]1. (4) Given the reactants [CH2:1]([NH:3][C:4]1[C:5]([CH:13]2[CH2:22][CH2:21][C:20]3[CH:19]=[C:18]([O:23]C(=O)C(C)(C)C)[CH:17]=[CH:16][C:15]=3[CH2:14]2)=[CH:6][C:7]2[O:11][CH2:10][O:9][C:8]=2[CH:12]=1)[CH3:2].Cl.[N:31]1([CH2:38][CH2:39][C:40]2[CH:48]=[CH:47][C:43]([C:44](O)=O)=[CH:42][CH:41]=2)[CH2:37][CH2:36][CH2:35][CH2:34][CH2:33][CH2:32]1, predict the reaction product. The product is: [N:31]1([CH2:38][CH2:39][C:40]2[CH:48]=[CH:47][C:43]([CH2:44][CH2:2][CH2:1][NH:3][C:4]3[C:5]([CH:13]4[CH2:22][CH2:21][C:20]5[CH:19]=[C:18]([OH:23])[CH:17]=[CH:16][C:15]=5[CH2:14]4)=[CH:6][C:7]4[O:11][CH2:10][O:9][C:8]=4[CH:12]=3)=[CH:42][CH:41]=2)[CH2:37][CH2:36][CH2:35][CH2:34][CH2:33][CH2:32]1. (5) Given the reactants C(Cl)CCl.[OH:5][C:6]1[C:7]2[CH:8]=[C:9]([CH:17]=[CH:18][C:19]([OH:21])=O)[CH:10]=[N:11][C:12]=2[NH:13][C:14](=[O:16])[CH:15]=1.[CH3:22][NH:23][CH2:24][C:25]1[N:26]([CH3:34])[C:27]2[C:32]([CH:33]=1)=[CH:31][CH:30]=[CH:29][CH:28]=2.C1C=CC2N(O)N=NC=2C=1.O.CCN(C(C)C)C(C)C, predict the reaction product. The product is: [OH:5][C:6]1[C:7]2[CH:8]=[C:9]([CH:17]=[CH:18][C:19]([N:23]([CH3:22])[CH2:24][C:25]3[N:26]([CH3:34])[C:27]4[C:32]([CH:33]=3)=[CH:31][CH:30]=[CH:29][CH:28]=4)=[O:21])[CH:10]=[N:11][C:12]=2[NH:13][C:14](=[O:16])[CH:15]=1. (6) Given the reactants C[O:2][C:3](=[O:30])[C@@H:4]([NH:8][C:9]([C@@H:11]1[CH2:15][C@H:14]([SH:16])[CH2:13][N:12]1[S:17]([C:20]1[CH:29]=[CH:28][C:27]2[C:22](=[CH:23][CH:24]=[CH:25][CH:26]=2)[CH:21]=1)(=[O:19])=[O:18])=[O:10])[CH:5]([CH3:7])[CH3:6].[Li+].[OH-], predict the reaction product. The product is: [SH:16][C@@H:14]1[CH2:13][N:12]([S:17]([C:20]2[CH:29]=[CH:28][C:27]3[C:22](=[CH:23][CH:24]=[CH:25][CH:26]=3)[CH:21]=2)(=[O:19])=[O:18])[C@H:11]([C:9]([NH:8][C@@H:4]([CH:5]([CH3:7])[CH3:6])[C:3]([OH:30])=[O:2])=[O:10])[CH2:15]1. (7) Given the reactants C([O:8][CH2:9][C@H:10]([NH:35]C(=O)OCC1C=CC=CC=1)[C:11]([NH:13][CH2:14][C@@H:15]([NH:27][C:28]([O:30][C:31]([CH3:34])([CH3:33])[CH3:32])=[O:29])[CH2:16][CH2:17][CH2:18][NH:19][C:20]([O:22][C:23]([CH3:26])([CH3:25])[CH3:24])=[O:21])=[O:12])C1C=CC=CC=1, predict the reaction product. The product is: [NH2:35][C@@H:10]([CH2:9][OH:8])[C:11]([NH:13][CH2:14][C@@H:15]([NH:27][C:28]([O:30][C:31]([CH3:34])([CH3:33])[CH3:32])=[O:29])[CH2:16][CH2:17][CH2:18][NH:19][C:20](=[O:21])[O:22][C:23]([CH3:26])([CH3:24])[CH3:25])=[O:12].